This data is from Reaction yield outcomes from USPTO patents with 853,638 reactions. The task is: Predict the reaction yield, written as a fraction of the theoretical maximum amount of product (1.0 means a 100% yield; for example, 0.34 means a 34% yield). The reactants are [NH2:1][C:2]1[CH:7]=[CH:6][CH:5]=[CH:4][C:3]=1[NH:8][CH:9]1[CH2:14][CH2:13][N:12]([C:15]([O:17][C:18]([CH3:21])([CH3:20])[CH3:19])=[O:16])[CH2:11][CH2:10]1.[C:22]([NH:32][CH2:33][C:34](O)=[O:35])([O:24][CH2:25][C:26]1[CH:31]=[CH:30][CH:29]=[CH:28][CH:27]=1)=[O:23].C(N(CC)C(C)C)(C)C.O=C1N(P(Cl)(N2CCOC2=O)=O)CCO1. The catalyst is CC#N. The product is [C:26]1([CH2:25][O:24][C:22]([NH:32][CH2:33][C:34]([NH:1][C:2]2[CH:7]=[CH:6][CH:5]=[CH:4][C:3]=2[NH:8][CH:9]2[CH2:10][CH2:11][N:12]([C:15]([O:17][C:18]([CH3:21])([CH3:20])[CH3:19])=[O:16])[CH2:13][CH2:14]2)=[O:35])=[O:23])[CH:27]=[CH:28][CH:29]=[CH:30][CH:31]=1. The yield is 0.850.